Dataset: Catalyst prediction with 721,799 reactions and 888 catalyst types from USPTO. Task: Predict which catalyst facilitates the given reaction. (1) Reactant: [CH2:1]([O:3][C:4](=[O:34])[CH2:5][N:6]([S:22]([N:25]1[C:33]2[C:28](=[CH:29][CH:30]=[CH:31][CH:32]=2)[CH2:27][CH2:26]1)(=[O:24])=[O:23])[CH2:7][C:8]1[CH:13]=[CH:12][C:11]([O:14]CC2C=CC=CC=2)=[CH:10][CH:9]=1)[CH3:2]. Product: [CH2:1]([O:3][C:4](=[O:34])[CH2:5][N:6]([S:22]([N:25]1[C:33]2[C:28](=[CH:29][CH:30]=[CH:31][CH:32]=2)[CH2:27][CH2:26]1)(=[O:24])=[O:23])[CH2:7][C:8]1[CH:9]=[CH:10][C:11]([OH:14])=[CH:12][CH:13]=1)[CH3:2]. The catalyst class is: 45. (2) Reactant: C(O)=O.[CH2:4]([C:6]1[CH:11]=[CH:10][C:9]([C:12]2[N:20]([C:21]3[CH:26]=[CH:25][C:24]([CH2:27][CH2:28][NH2:29])=[CH:23][CH:22]=3)[C:15]3=[N:16][CH:17]=[CH:18][CH:19]=[C:14]3[N:13]=2)=[CH:8][CH:7]=1)[CH3:5].C([Si]([O:47][C:48]1[CH:53]=[CH:52][C:51]([O:54][CH2:55][CH:56]2[CH2:58][O:57]2)=[CH:50][CH:49]=1)(C1C=CC=CC=1)C1C=CC=CC=1)(C)(C)C. Product: [CH2:4]([C:6]1[CH:7]=[CH:8][C:9]([C:12]2[N:20]([C:21]3[CH:22]=[CH:23][C:24]([CH2:27][CH2:28][NH:29][CH2:58][C@H:56]([OH:57])[CH2:55][O:54][C:51]4[CH:52]=[CH:53][C:48]([OH:47])=[CH:49][CH:50]=4)=[CH:25][CH:26]=3)[C:15]3=[N:16][CH:17]=[CH:18][CH:19]=[C:14]3[N:13]=2)=[CH:10][CH:11]=1)[CH3:5]. The catalyst class is: 147.